Dataset: Full USPTO retrosynthesis dataset with 1.9M reactions from patents (1976-2016). Task: Predict the reactants needed to synthesize the given product. (1) The reactants are: [H-].[H-].[H-].[H-].[Li+].[Al+3].[CH3:7][C:8]1([CH3:27])[CH2:16][C:15]2[NH:14][CH:13]=[C:12]([CH2:17][CH2:18][C:19]([N:21]([CH2:24][CH3:25])[CH2:22][CH3:23])=O)[C:11]=2[C:10](=O)[CH2:9]1. Given the product [CH3:27][C:8]1([CH3:7])[CH2:16][C:15]2[NH:14][CH:13]=[C:12]([CH2:17][CH2:18][CH2:19][N:21]([CH2:24][CH3:25])[CH2:22][CH3:23])[C:11]=2[CH2:10][CH2:9]1, predict the reactants needed to synthesize it. (2) Given the product [C:1]([CH2:3][CH:4]1[CH2:7][N:6]([C:8]([O:10][C:11]([CH3:14])([CH3:13])[CH3:12])=[O:9])[CH2:5]1)#[N:2], predict the reactants needed to synthesize it. The reactants are: [C:1]([CH:3]=[C:4]1[CH2:7][N:6]([C:8]([O:10][C:11]([CH3:14])([CH3:13])[CH3:12])=[O:9])[CH2:5]1)#[N:2]. (3) Given the product [NH2:25][C:26]1[CH:31]=[CH:30][C:29]([C:2]2[CH:7]=[CH:6][C:5]([CH:8]3[CH2:13][O:12][CH:11]([CH2:14][C:15]([O:17][CH2:18][C:19]4[CH:24]=[CH:23][CH:22]=[CH:21][CH:20]=4)=[O:16])[CH2:10][CH2:9]3)=[CH:4][CH:3]=2)=[CH:28][CH:27]=1, predict the reactants needed to synthesize it. The reactants are: Br[C:2]1[CH:7]=[CH:6][C:5]([CH:8]2[CH2:13][O:12][CH:11]([CH2:14][C:15]([O:17][CH2:18][C:19]3[CH:24]=[CH:23][CH:22]=[CH:21][CH:20]=3)=[O:16])[CH2:10][CH2:9]2)=[CH:4][CH:3]=1.[NH2:25][C:26]1[CH:31]=[CH:30][C:29](B(O)O)=[CH:28][CH:27]=1.C([O-])([O-])=O.[Na+].[Na+]. (4) Given the product [NH2:11][C@H:12]1[CH2:16][CH2:15][N:14]([CH:17]2[CH2:22][CH2:21][N:20]([C:23]([O:25][C:26]([CH3:28])([CH3:27])[CH3:29])=[O:24])[CH2:19][C:18]2([CH3:31])[CH3:30])[C:13]1=[O:32], predict the reactants needed to synthesize it. The reactants are: C(OC([NH:11][C@H:12]1[CH2:16][CH2:15][N:14]([CH:17]2[CH2:22][CH2:21][N:20]([C:23]([O:25][C:26]([CH3:29])([CH3:28])[CH3:27])=[O:24])[CH2:19][C:18]2([CH3:31])[CH3:30])[C:13]1=[O:32])=O)C1C=CC=CC=1. (5) The reactants are: Cl[C:2]1[C:3]2[N:10]([CH2:11][C:12]([O:14][CH2:15][CH3:16])=[O:13])[CH:9]=[CH:8][C:4]=2[N:5]=[CH:6][N:7]=1.[Cl:17][C:18]1[CH:19]=[C:20]([CH:22]=[CH:23][C:24]=1[O:25][CH2:26][C:27]1[CH:32]=[CH:31][CH:30]=[C:29]([F:33])[CH:28]=1)[NH2:21]. Given the product [CH2:15]([O:14][C:12](=[O:13])[CH2:11][N:10]1[C:3]2[C:2]([NH:21][C:20]3[CH:22]=[CH:23][C:24]([O:25][CH2:26][C:27]4[CH:32]=[CH:31][CH:30]=[C:29]([F:33])[CH:28]=4)=[C:18]([Cl:17])[CH:19]=3)=[N:7][CH:6]=[N:5][C:4]=2[CH:8]=[CH:9]1)[CH3:16], predict the reactants needed to synthesize it. (6) Given the product [NH2:1][C:4]1[CH:9]=[CH:8][N:7]=[C:6]([C:10]([NH:12][C:13]2[CH:14]=[CH:15][C:16]([O:19][C:20]3[CH:25]=[CH:24][CH:23]=[CH:22][CH:21]=3)=[CH:17][CH:18]=2)=[O:11])[C:5]=1[OH:26], predict the reactants needed to synthesize it. The reactants are: [N:1]([C:4]1[CH:9]=[CH:8][N:7]=[C:6]([C:10]([NH:12][C:13]2[CH:18]=[CH:17][C:16]([O:19][C:20]3[CH:25]=[CH:24][CH:23]=[CH:22][CH:21]=3)=[CH:15][CH:14]=2)=[O:11])[C:5]=1[OH:26])=[N+]=[N-]. (7) Given the product [C:1]([O:5][C:6]([NH:8][C@H:9]1[CH2:14][CH2:13][CH2:12][C@@H:11]([CH2:15][C:16]([OH:18])=[O:17])[CH2:10]1)=[O:7])([CH3:4])([CH3:2])[CH3:3], predict the reactants needed to synthesize it. The reactants are: [C:1]([O:5][C:6]([NH:8][C@H:9]1[CH2:14][CH2:13][CH2:12][C@@H:11]([CH2:15][C:16]([O:18]CC)=[O:17])[CH2:10]1)=[O:7])([CH3:4])([CH3:3])[CH3:2].CO.[OH-].[Na+].CC(=O)OCC. (8) Given the product [C:24]([C:23]1[CH:26]=[CH:27][C:28]([CH3:29])=[C:21]([NH:20][C:17]([C:14]2[N:12]3[CH:13]=[C:8]([F:7])[CH:9]=[CH:10][C:11]3=[N:16][CH:15]=2)=[O:19])[CH:22]=1)#[N:25], predict the reactants needed to synthesize it. The reactants are: C(Cl)(=O)C(Cl)=O.[F:7][C:8]1[CH:9]=[CH:10][C:11]2[N:12]([C:14]([C:17]([OH:19])=O)=[CH:15][N:16]=2)[CH:13]=1.[NH2:20][C:21]1[CH:22]=[C:23]([CH:26]=[CH:27][C:28]=1[CH3:29])[C:24]#[N:25].CCN(C(C)C)C(C)C. (9) Given the product [Cl:1][C:2]1[CH:10]=[C:9]([CH:8]=[CH:7][C:3]=1[C:4]([N:28]([CH2:26][CH3:27])[CH:29]1[CH2:34][CH2:33][NH:32][CH2:31][CH2:30]1)=[O:5])[C:11]([NH:13][CH:14]([C:16]1[NH:20][C:19]2[CH:21]=[CH:22][C:23]([Cl:25])=[CH:24][C:18]=2[N:17]=1)[CH3:15])=[O:12], predict the reactants needed to synthesize it. The reactants are: [Cl:1][C:2]1[CH:10]=[C:9]([C:11]([NH:13][CH:14]([C:16]2[NH:20][C:19]3[CH:21]=[CH:22][C:23]([Cl:25])=[CH:24][C:18]=3[N:17]=2)[CH3:15])=[O:12])[CH:8]=[CH:7][C:3]=1[C:4](O)=[O:5].[CH2:26]([NH:28][CH:29]1[CH2:34][CH2:33][N:32](C(OC(C)(C)C)=O)[CH2:31][CH2:30]1)[CH3:27].C(N(C(C)C)CC)(C)C.FC(F)(F)C(O)=O.ClCl.